From a dataset of Reaction yield outcomes from USPTO patents with 853,638 reactions. Predict the reaction yield, written as a fraction of the theoretical maximum amount of product (1.0 means a 100% yield; for example, 0.34 means a 34% yield). (1) The catalyst is CN(C)C=O.C(OCC)(=O)C.C(OCC)C. The yield is 0.970. The product is [ClH:74].[OH:44][CH:45]1[CH2:50][CH2:49][CH:48]([C:51](=[O:73])[CH2:52][N:53]2[C:62]3[CH:61]=[CH:60][NH:59][C:58](=[O:63])[C:57]=3[C:56]3[CH:68]=[N:69][CH:70]=[CH:71][C:55]=3[C:54]2=[O:72])[CH2:47][CH2:46]1. The reactants are C(OC1N=CC=C2C=1C1C=NC=CC=1C(=O)N2)CCC.C(OC1CCC(C(=O)CBr)CC1)(=O)C.C(=O)([O-])[O-].[K+].[K+].C([O:44][C@H:45]1[CH2:50][CH2:49][C@H:48]([C:51](=[O:73])[CH2:52][N:53]2[C:62]3[C:57](=[C:58]([O:63]CCCC)[N:59]=[CH:60][CH:61]=3)[C:56]3[CH:68]=[N:69][CH:70]=[CH:71][C:55]=3[C:54]2=[O:72])[CH2:47][CH2:46]1)(=O)C.[ClH:74]. (2) The reactants are C([N:4]([CH2:40][CH:41]=[CH2:42])[S:5]([C:8]1[CH:13]=[CH:12][C:11]([N:14]2[C:22]3[C:21]4[CH:23]=[C:24]([NH:27][C:28](=[O:36])[C:29]5[CH:34]=[CH:33][CH:32]=[CH:31][C:30]=5[Cl:35])[CH:25]=[CH:26][C:20]=4[CH2:19][CH2:18][C:17]=3[C:16]([C:37]([NH2:39])=[O:38])=[N:15]2)=[CH:10][CH:9]=1)(=[O:7])=[O:6])(=O)C. The catalyst is [OH-].[Na+].CCO. The product is [CH2:40]([NH:4][S:5]([C:8]1[CH:9]=[CH:10][C:11]([N:14]2[C:22]3[C:21]4[CH:23]=[C:24]([NH:27][C:28](=[O:36])[C:29]5[CH:34]=[CH:33][CH:32]=[CH:31][C:30]=5[Cl:35])[CH:25]=[CH:26][C:20]=4[CH2:19][CH2:18][C:17]=3[C:16]([C:37]([NH2:39])=[O:38])=[N:15]2)=[CH:12][CH:13]=1)(=[O:7])=[O:6])[CH:41]=[CH2:42]. The yield is 0.620. (3) The reactants are C(OC([N:8]1[C:21]2[CH:20]=[CH:19][CH:18]=[C:17]([C:22]3[O:23][C:24]([N:29]4[CH2:34][CH2:33][O:32][CH2:31][CH2:30]4)=[CH:25][C:26](=[O:28])[CH:27]=3)[C:16]=2[S:15][C:14]2[C:9]1=[CH:10][CH:11]=[CH:12][CH:13]=2)=O)(C)(C)C.FC(F)(F)C(O)=O.C([O-])(O)=O.[Na+]. The catalyst is C(Cl)Cl. The product is [N:29]1([C:24]2[O:23][C:22]([C:17]3[C:16]4[S:15][C:14]5[C:9](=[CH:10][CH:11]=[CH:12][CH:13]=5)[NH:8][C:21]=4[CH:20]=[CH:19][CH:18]=3)=[CH:27][C:26](=[O:28])[CH:25]=2)[CH2:34][CH2:33][O:32][CH2:31][CH2:30]1. The yield is 0.837. (4) The reactants are [C:1](Cl)(=[O:8])[C:2]1[CH:7]=[CH:6][CH:5]=[CH:4][CH:3]=1.[S-:10][C:11]#[N:12].[NH4+].[Cl:14][C:15]1[CH:36]=[CH:35][C:18]([O:19][CH2:20][CH2:21][CH2:22][CH2:23][CH2:24][O:25][C:26]2[CH:34]=[CH:33][CH:32]=[C:31]3[C:27]=2[CH2:28][CH2:29][NH:30]3)=[CH:17][CH:16]=1. The catalyst is CC(C)=O. The product is [Cl:14][C:15]1[CH:36]=[CH:35][C:18]([O:19][CH2:20][CH2:21][CH2:22][CH2:23][CH2:24][O:25][C:26]2[CH:34]=[CH:33][CH:32]=[C:31]3[C:27]=2[CH2:28][CH2:29][N:30]3[C:11]([NH:12][C:1](=[O:8])[C:2]2[CH:7]=[CH:6][CH:5]=[CH:4][CH:3]=2)=[S:10])=[CH:17][CH:16]=1. The yield is 0.500. (5) The reactants are [CH3:1][O:2][C:3]1[CH:4]=[C:5]([NH:9][C:10]2[C:11]3[S:18][C:17]([C:19]4[CH:24]=[CH:23][C:22](Br)=[CH:21][CH:20]=4)=[CH:16][C:12]=3[N:13]=[CH:14][N:15]=2)[CH:6]=[CH:7][CH:8]=1.[OH:26][CH2:27][CH2:28][N:29]1[CH2:34][CH2:33][O:32][CH2:31][CH2:30]1.C1(P(C2C=CC=CC=2)C2C=CC=CC=2)C=CC=CC=1.CC(OC(/N=N/C(OC(C)C)=O)=O)C. The catalyst is CN(C)C=O. The product is [CH3:1][O:2][C:3]1[CH:4]=[C:5]([NH:9][C:10]2[C:11]3[S:18][C:17]([C:19]4[CH:24]=[CH:23][C:22]([O:26][CH2:27][CH2:28][N:29]5[CH2:34][CH2:33][O:32][CH2:31][CH2:30]5)=[CH:21][CH:20]=4)=[CH:16][C:12]=3[N:13]=[CH:14][N:15]=2)[CH:6]=[CH:7][CH:8]=1. The yield is 0.290. (6) The reactants are [Cl:1][C:2]1[CH:3]=[C:4]([N:20]2[C:25](=[O:26])[NH:24][C:23](=[O:27])[C:22](C(O)=O)=[N:21]2)[CH:5]=[C:6]([Cl:19])[C:7]=1[S:8][C:9]1[CH:14]=[C:13]([CH:15]([CH3:17])[CH3:16])[C:12](=[O:18])[NH:11][N:10]=1.C(O)(=O)CS.C(=O)(O)[O-].[Na+]. The catalyst is O.[OH-].[Na+]. The product is [Cl:1][C:2]1[CH:3]=[C:4]([N:20]2[C:25](=[O:26])[NH:24][C:23](=[O:27])[CH:22]=[N:21]2)[CH:5]=[C:6]([Cl:19])[C:7]=1[S:8][C:9]1[CH:14]=[C:13]([CH:15]([CH3:16])[CH3:17])[C:12](=[O:18])[NH:11][N:10]=1. The yield is 0.370. (7) The reactants are [CH:1]1([Mg]Br)[CH2:3][CH2:2]1.[CH:6]([N:19]1[CH2:22][C:21](=[O:23])[CH2:20]1)([C:13]1[CH:18]=[CH:17][CH:16]=[CH:15][CH:14]=1)[C:7]1[CH:12]=[CH:11][CH:10]=[CH:9][CH:8]=1.C(=O)(O)[O-].[Na+]. The catalyst is O1CCCC1. The product is [CH:6]([N:19]1[CH2:22][C:21]([CH:1]2[CH2:3][CH2:2]2)([OH:23])[CH2:20]1)([C:13]1[CH:18]=[CH:17][CH:16]=[CH:15][CH:14]=1)[C:7]1[CH:8]=[CH:9][CH:10]=[CH:11][CH:12]=1. The yield is 0.820. (8) The yield is 0.964. The catalyst is CN(C=O)C. The reactants are Cl[C:2]1[N:3]=[CH:4][C:5]([C:8]([NH2:10])=[O:9])=[N:6][CH:7]=1.[O:11]=[CH:12][C:13]1[CH:21]=[CH:20][C:18]([OH:19])=[C:15]([O:16][CH3:17])[CH:14]=1.C([O-])([O-])=O.[K+].[K+]. The product is [CH:12]([C:13]1[CH:21]=[CH:20][C:18]([O:19][C:2]2[N:3]=[CH:4][C:5]([C:8]([NH2:10])=[O:9])=[N:6][CH:7]=2)=[C:15]([O:16][CH3:17])[CH:14]=1)=[O:11].